From a dataset of Full USPTO retrosynthesis dataset with 1.9M reactions from patents (1976-2016). Predict the reactants needed to synthesize the given product. Given the product [CH3:34][O:22][C:21]([C:20]1[N:11]([CH2:10][C:8]2[CH:7]=[CH:6][C:5]3[O:1][CH2:2][CH2:3][C:4]=3[CH:9]=2)[C:12](=[O:31])[C:13]2[C:18]([C:19]=1[C:24]1[CH:25]=[CH:26][CH:27]=[CH:28][CH:29]=1)=[CH:17][C:16]([F:30])=[CH:15][CH:14]=2)=[O:23], predict the reactants needed to synthesize it. The reactants are: [O:1]1[C:5]2[CH:6]=[CH:7][C:8]([CH2:10][N:11]3[C:20]([C:21]([OH:23])=[O:22])=[C:19]([C:24]4[CH:29]=[CH:28][CH:27]=[CH:26][CH:25]=4)[C:18]4[C:13](=[CH:14][CH:15]=[C:16]([F:30])[CH:17]=4)[C:12]3=[O:31])=[CH:9][C:4]=2[CH2:3][CH2:2]1.CI.[C:34](=O)([O-])[O-].[K+].[K+].O.